Dataset: Reaction yield outcomes from USPTO patents with 853,638 reactions. Task: Predict the reaction yield, written as a fraction of the theoretical maximum amount of product (1.0 means a 100% yield; for example, 0.34 means a 34% yield). (1) The yield is 0.770. The reactants are [Cl:1][C:2]1[C:3]([O:12][C:13]2[CH:18]=[C:17]([O:19][CH2:20][CH2:21][O:22][CH3:23])[CH:16]=[CH:15][C:14]=2[CH2:24][C:25]([CH3:38])([CH3:37])[C:26]([NH:28][S:29]([CH2:32][CH2:33][CH2:34][CH2:35][CH3:36])(=[O:31])=[O:30])=[O:27])=[N:4][CH:5]=[C:6]([C:8]([F:11])([F:10])[F:9])[CH:7]=1.[OH-].[Na+:40]. The catalyst is CO. The product is [Cl:1][C:2]1[C:3]([O:12][C:13]2[CH:18]=[C:17]([O:19][CH2:20][CH2:21][O:22][CH3:23])[CH:16]=[CH:15][C:14]=2[CH2:24][C:25]([CH3:37])([CH3:38])[C:26]([N-:28][S:29]([CH2:32][CH2:33][CH2:34][CH2:35][CH3:36])(=[O:31])=[O:30])=[O:27])=[N:4][CH:5]=[C:6]([C:8]([F:10])([F:9])[F:11])[CH:7]=1.[Na+:40]. (2) The reactants are [C:1]([O:5][C:6]([N:8]([CH2:10][C:11]1[CH:16]=[C:15]([NH:17][C:18]([O:20][C:21]([CH3:24])([CH3:23])[CH3:22])=[O:19])[CH:14]=[CH:13][C:12]=1[CH2:25][C:26]([O:28][CH2:29][CH3:30])=[O:27])[CH3:9])=[O:7])([CH3:4])([CH3:3])[CH3:2].[C:31](=O)([O-])[O-].[K+].[K+].C=O.C(N(CCOCCOC)CCOCCOC)COCCOC. The catalyst is C1(C)C=CC=CC=1.CCOC(C)=O.O. The product is [C:1]([O:5][C:6]([N:8]([CH2:10][C:11]1[CH:16]=[C:15]([NH:17][C:18]([O:20][C:21]([CH3:22])([CH3:23])[CH3:24])=[O:19])[CH:14]=[CH:13][C:12]=1[C:25](=[CH2:31])[C:26]([O:28][CH2:29][CH3:30])=[O:27])[CH3:9])=[O:7])([CH3:4])([CH3:2])[CH3:3]. The yield is 0.317. (3) The reactants are [NH2:1][C:2]1[CH:3]=[C:4]([CH:7]=[CH:8][C:9]=1[S:10][CH2:11][C:12]1[CH:17]=[CH:16][CH:15]=[CH:14][CH:13]=1)[C:5]#[N:6].[O:18]1[C:22]2[CH:23]=[CH:24][CH:25]=[CH:26][C:21]=2[CH:20]=[C:19]1[S:27](Cl)(=[O:29])=[O:28]. The catalyst is N1C=CC=CC=1. The product is [CH2:11]([S:10][C:9]1[CH:8]=[CH:7][C:4]([C:5]#[N:6])=[CH:3][C:2]=1[NH:1][S:27]([C:19]1[O:18][C:22]2[CH:23]=[CH:24][CH:25]=[CH:26][C:21]=2[CH:20]=1)(=[O:28])=[O:29])[C:12]1[CH:17]=[CH:16][CH:15]=[CH:14][CH:13]=1. The yield is 0.650.